This data is from Full USPTO retrosynthesis dataset with 1.9M reactions from patents (1976-2016). The task is: Predict the reactants needed to synthesize the given product. (1) Given the product [Br:1][C:2]1[CH:11]=[CH:10][C:5]([C:6]([OH:8])([CH2:17][CH3:18])[CH2:24][CH3:25])=[CH:4][C:3]=1[CH2:12][CH2:13][CH3:14], predict the reactants needed to synthesize it. The reactants are: [Br:1][C:2]1[CH:11]=[CH:10][C:5]([C:6]([O:8]C)=O)=[CH:4][C:3]=1[CH2:12][CH2:13][CH3:14].[Cl-].[Na+].[CH2:17]([Mg]Br)[CH3:18].[Cl-].[NH4+].O1CC[CH2:25][CH2:24]1. (2) Given the product [F:29][C:26]1[CH:27]=[CH:28][C:23]2[N:24]([CH:30]=[C:21]([C:19]([NH:18][C@H:15]3[CH2:14][CH2:13][C@@H:12]([N:9]4[C:10](=[O:11])[C:5]5[CH:4]=[C:3]([F:2])[CH:58]=[N:57][C:6]=5[N:7]([C:32]5[CH:33]=[C:34]([C:38]6[CH:39]=[CH:40][C:41]([CH2:44][NH:45][CH2:46][CH2:47][NH:48][CH3:49])=[CH:42][CH:43]=6)[CH:35]=[CH:36][CH:37]=5)[C:8]4=[O:31])[CH2:17][CH2:16]3)=[O:20])[N:22]=2)[CH:25]=1, predict the reactants needed to synthesize it. The reactants are: Cl.[F:2][C:3]1[CH:58]=[N:57][C:6]2[N:7]([C:32]3[CH:33]=[C:34]([C:38]4[CH:43]=[CH:42][C:41]([CH2:44][NH:45][CH2:46][CH2:47][N:48](C)[C:49](=O)OC(C)(C)C)=[CH:40][CH:39]=4)[CH:35]=[CH:36][CH:37]=3)[C:8](=[O:31])[N:9]([C@H:12]3[CH2:17][CH2:16][C@@H:15]([NH:18][C:19]([C:21]4[N:22]=[C:23]5[CH:28]=[CH:27][C:26]([F:29])=[CH:25][N:24]5[CH:30]=4)=[O:20])[CH2:14][CH2:13]3)[C:10](=[O:11])[C:5]=2[CH:4]=1.C(O)(=O)C. (3) The reactants are: [Br:1][CH2:2][C:3]1[CH:8]=[CH:7][CH:6]=[C:5]([O:9][CH3:10])[CH:4]=1.[Br:11]Br.CCCCCC. Given the product [Br:11][C:8]1[CH:7]=[CH:6][C:5]([O:9][CH3:10])=[CH:4][C:3]=1[CH2:2][Br:1], predict the reactants needed to synthesize it. (4) Given the product [CH:7]1[C:3]2[CH2:4][CH2:5][O:6][C:11](=[O:12])[NH:1][C:2]=2[CH:10]=[CH:9][CH:8]=1, predict the reactants needed to synthesize it. The reactants are: [NH2:1][C:2]1[CH:10]=[CH:9][CH:8]=[CH:7][C:3]=1[CH2:4][CH2:5][OH:6].[C:11](Cl)(Cl)=[O:12].C1(C)C=CC=CC=1. (5) Given the product [C:15]1([CH3:14])[CH:20]=[CH:19][CH:18]=[CH:17][C:16]=1[C:2]1[CH:7]=[CH:6][N:5]=[CH:4][C:3]=1[NH:8][CH2:9][C:10]([F:13])([F:12])[F:11], predict the reactants needed to synthesize it. The reactants are: I[C:2]1[CH:7]=[CH:6][N:5]=[CH:4][C:3]=1[NH:8][CH2:9][C:10]([F:13])([F:12])[F:11].[CH3:14][C:15]1[CH:20]=[CH:19][CH:18]=[CH:17][C:16]=1B(O)O.